Dataset: Full USPTO retrosynthesis dataset with 1.9M reactions from patents (1976-2016). Task: Predict the reactants needed to synthesize the given product. Given the product [CH3:37][S:38]([NH:41][C:34](=[O:35])[C:31]1[CH:30]=[CH:29][C:28]([C:13]2[N:9]3[N:10]=[CH:11][CH:12]=[C:7]([N:4]4[CH2:5][CH2:6][O:1][CH2:2][CH2:3]4)[C:8]3=[N:15][C:14]=2[C:16]#[C:17][C:18]2[CH:27]=[CH:26][C:25]3[C:20](=[CH:21][CH:22]=[CH:23][CH:24]=3)[N:19]=2)=[CH:33][N:32]=1)(=[O:40])=[O:39], predict the reactants needed to synthesize it. The reactants are: [O:1]1[CH2:6][CH2:5][N:4]([C:7]2[C:8]3[N:9]([C:13]([C:28]4[CH:29]=[CH:30][C:31]([C:34](O)=[O:35])=[N:32][CH:33]=4)=[C:14]([C:16]#[C:17][C:18]4[CH:27]=[CH:26][C:25]5[C:20](=[CH:21][CH:22]=[CH:23][CH:24]=5)[N:19]=4)[N:15]=3)[N:10]=[CH:11][CH:12]=2)[CH2:3][CH2:2]1.[CH3:37][S:38]([NH2:41])(=[O:40])=[O:39].C1(N=C=NC2CCCCC2)CCCCC1.